From a dataset of Full USPTO retrosynthesis dataset with 1.9M reactions from patents (1976-2016). Predict the reactants needed to synthesize the given product. (1) Given the product [ClH:1].[Cl:1][C:2]1[CH:10]=[C:9]2[C:5]([C:6]([C:11]([N:13]3[CH2:18][CH2:17][C:16]4([C:22]5[CH:23]=[CH:24][C:25]([F:27])=[CH:26][C:21]=5[C:20](=[O:28])[O:19]4)[CH2:15][CH2:14]3)=[O:12])=[CH:7][N:8]2[CH2:30][CH2:31][CH:32]2[CH2:37][CH2:36][O:35][CH2:34][CH2:33]2)=[CH:4][CH:3]=1, predict the reactants needed to synthesize it. The reactants are: [Cl:1][C:2]1[CH:10]=[C:9]2[C:5]([C:6]([C:11]([N:13]3[CH2:18][CH2:17][C:16]4([C:22]5[CH:23]=[CH:24][C:25]([F:27])=[CH:26][C:21]=5[C:20](=[O:28])[O:19]4)[CH2:15][CH2:14]3)=[O:12])=[CH:7][NH:8]2)=[CH:4][CH:3]=1.Br[CH2:30][CH2:31][CH:32]1[CH2:37][CH2:36][O:35][CH2:34][CH2:33]1. (2) Given the product [CH2:31]([C@@H:29]1[NH:30][CH2:23][C@H:19]([CH2:20][CH2:21][CH3:22])[NH:18][C:28]1=[O:35])[CH:32]([CH3:33])[CH3:34], predict the reactants needed to synthesize it. The reactants are: C([NH:18][C@H:19]([C:23](O)=O)[CH2:20][CH2:21][CH3:22])(OCC1C2C(=CC=CC=2)C2C1=CC=CC=2)=O.CO[C:28](=[O:35])[C@H:29]([CH2:31][CH:32]([CH3:34])[CH3:33])[NH2:30]. (3) The reactants are: C(NC(C)C)(C)C.[CH2:8]([Li])[CH2:9][CH2:10][CH3:11].[OH:13][C@@H:14]([C@H](C)C(OC)=O)[C:15]([O:17][CH3:18])=[O:16].[CH2:25](I)C.[C:28]([OH:31])(=[O:30])C. Given the product [CH2:9]([C@:10]([CH3:11])([C@H:14]([OH:13])[C:15]([O:17][CH3:18])=[O:16])[C:28]([O:31][CH3:25])=[O:30])[CH3:8], predict the reactants needed to synthesize it. (4) Given the product [CH3:1][C:2]1[CH:7]=[C:6]([CH3:8])[NH:5][C:4](=[O:9])[C:3]=1[CH2:10][NH:11][C:12]([C:14]1[CH:19]=[C:18]([C:20]([OH:28])=[O:21])[N:17]=[C:16]2[N:22]([CH:25]([CH3:27])[CH3:26])[N:23]=[CH:24][C:15]=12)=[O:13], predict the reactants needed to synthesize it. The reactants are: [CH3:1][C:2]1[CH:7]=[C:6]([CH3:8])[NH:5][C:4](=[O:9])[C:3]=1[CH2:10][NH:11][C:12]([C:14]1[C:15]2[CH:24]=[N:23][N:22]([CH:25]([CH3:27])[CH3:26])[C:16]=2[N:17]=[C:18]([CH:20]=[O:21])[CH:19]=1)=[O:13].[OH:28]OS([O-])=O.[K+].O.CO.C(Cl)Cl. (5) Given the product [CH3:14][S:15][C:2]1[CH:3]=[C:4]([CH2:12][OH:13])[CH:5]=[C:6]([C:8]([F:11])([F:10])[F:9])[CH:7]=1, predict the reactants needed to synthesize it. The reactants are: N[C:2]1[CH:3]=[C:4]([CH2:12][OH:13])[CH:5]=[C:6]([C:8]([F:11])([F:10])[F:9])[CH:7]=1.[CH3:14][S:15]SC.N(OC(C)(C)C)=O.O. (6) Given the product [C:35]1([CH:41]([C:43]2[CH:44]=[CH:45][CH:46]=[CH:47][CH:48]=2)[N:2]2[CH2:7][CH2:6][CH:5]([CH2:8][CH2:9][CH2:10][OH:11])[CH2:4][CH2:3]2)[CH:40]=[CH:39][CH:38]=[CH:37][CH:36]=1, predict the reactants needed to synthesize it. The reactants are: Cl.[NH:2]1[CH2:7][CH2:6][CH:5]([CH2:8][CH2:9][CH2:10][OH:11])[CH2:4][CH2:3]1.S(C1C=CC(C)=CC=1)([O-])(=O)=O.[NH+]1C=CC=CC=1.C(=O)([O-])[O-].[K+].[K+].[C:35]1([CH:41]([C:43]2[CH:48]=[CH:47][CH:46]=[CH:45][CH:44]=2)Br)[CH:40]=[CH:39][CH:38]=[CH:37][CH:36]=1. (7) The reactants are: [CH3:1][C:2]([N:4]([CH3:6])[CH3:5])=O.[CH3:1][C:2]([N:4]([CH3:6])[CH3:5])=O.[CH2:13]([C:15]1[C:35]([C:36]([NH2:38])=[O:37])=[C:18]2[NH:19][C:20]([C:24]3[CH:25]=[C:26]4[C:30](=[CH:31][CH:32]=3)[N:29]([CH2:33][CH3:34])[N:28]=[CH:27]4)=[CH:21][C:22](=[O:23])[N:17]2[N:16]=1)[CH3:14]. Given the product [CH3:5][N:4]([CH3:6])[C:2](=[N:38][C:36]([C:35]1[C:15]([CH2:13][CH3:14])=[N:16][N:17]2[C:22](=[O:23])[CH:21]=[C:20]([C:24]3[CH:25]=[C:26]4[C:30](=[CH:31][CH:32]=3)[N:29]([CH2:33][CH3:34])[N:28]=[CH:27]4)[NH:19][C:18]=12)=[O:37])[CH3:1], predict the reactants needed to synthesize it. (8) The reactants are: C[O:2][C:3]([C:5]1[CH:14]=[C:13]([O:15][CH2:16][C:17](=[O:28])[NH:18][CH2:19][C:20]2[CH:25]=[CH:24][CH:23]=[C:22]([CH2:26][OH:27])[CH:21]=2)[C:12]2[C:7](=[CH:8][C:9]([Cl:30])=[CH:10][C:11]=2[Cl:29])[CH:6]=1)=[O:4].[Li+].[OH-]. Given the product [Cl:29][C:11]1[CH:10]=[C:9]([Cl:30])[CH:8]=[C:7]2[C:12]=1[C:13]([O:15][CH2:16][C:17](=[O:28])[NH:18][CH2:19][C:20]1[CH:25]=[CH:24][CH:23]=[C:22]([CH2:26][OH:27])[CH:21]=1)=[CH:14][C:5]([C:3]([OH:4])=[O:2])=[CH:6]2, predict the reactants needed to synthesize it. (9) The reactants are: [CH3:1][O:2][C:3](=[O:28])[CH2:4][O:5][CH2:6]/[CH:7]=[CH:8]\[CH2:9][N:10]1[C@@H:15](/[CH:16]=[CH:17]/[C:18](=[O:26])[CH2:19][C:20]2[CH:25]=[CH:24][CH:23]=[CH:22][CH:21]=2)[CH2:14][CH2:13][CH2:12][C:11]1=[O:27]. Given the product [CH3:1][O:2][C:3](=[O:28])[CH2:4][O:5][CH2:6]/[CH:7]=[CH:8]\[CH2:9][N:10]1[C@@H:15]([CH2:16][CH2:17][C:18](=[O:26])[CH2:19][C:20]2[CH:25]=[CH:24][CH:23]=[CH:22][CH:21]=2)[CH2:14][CH2:13][CH2:12][C:11]1=[O:27], predict the reactants needed to synthesize it.